From a dataset of Forward reaction prediction with 1.9M reactions from USPTO patents (1976-2016). Predict the product of the given reaction. (1) Given the reactants [Br:1][C:2]1[CH:6]=[C:5](Br)[S:4][C:3]=1[CH:8]1[O:12][CH2:11][CH2:10][O:9]1.C(=O)=O.CC(C)=O.C([Li])CCC.CCCCCC.[I:31]I.S([O-])([O-])(=O)=S.[Na+].[Na+], predict the reaction product. The product is: [Br:1][C:2]1[CH:6]=[C:5]([I:31])[S:4][C:3]=1[CH:8]1[O:12][CH2:11][CH2:10][O:9]1. (2) Given the reactants [CH:1]1([C@@:6]([OH:23])([C:18]2[S:19][CH:20]=[CH:21][CH:22]=2)[C:7]([O:9][C@H:10]2[CH2:15][CH2:14][C@H:13]([NH:16][CH3:17])[CH2:12][CH2:11]2)=[O:8])[CH2:5][CH2:4][CH2:3][CH2:2]1.[I-].[Na+].CCN(C(C)C)C(C)C.CS(O[CH2:40][CH2:41][CH2:42][N:43]1[C:47]2[CH:48]=[CH:49][C:50]([CH:52]=[O:53])=[CH:51][C:46]=2[N:45]=[N:44]1)(=O)=O, predict the reaction product. The product is: [CH:1]1([C@@:6]([OH:23])([C:18]2[S:19][CH:20]=[CH:21][CH:22]=2)[C:7]([O:9][C@H:10]2[CH2:15][CH2:14][C@H:13]([N:16]([CH2:40][CH2:41][CH2:42][N:43]3[C:47]4[CH:48]=[CH:49][C:50]([CH:52]=[O:53])=[CH:51][C:46]=4[N:45]=[N:44]3)[CH3:17])[CH2:12][CH2:11]2)=[O:8])[CH2:5][CH2:4][CH2:3][CH2:2]1.